From a dataset of Catalyst prediction with 721,799 reactions and 888 catalyst types from USPTO. Predict which catalyst facilitates the given reaction. (1) Reactant: [CH3:1][O:2][C:3](=[O:29])/[CH:4]=[CH:5]/[C:6]1[CH:7]=[C:8]2[C:25](=[CH:26][CH:27]=1)[O:24][C:11]1([CH2:16][CH2:15][CH2:14][N:13](C(OC(C)(C)C)=O)[CH2:12]1)[CH2:10][C:9]2=[O:28].I[CH:31]([CH3:33])[CH3:32].C([O-])([O-])=O.[K+].[K+]. Product: [CH3:1][O:2][C:3](=[O:29])/[CH:4]=[CH:5]/[C:6]1[CH:7]=[C:8]2[C:25](=[CH:26][CH:27]=1)[O:24][C:11]1([CH2:16][CH2:15][CH2:14][N:13]([CH:31]([CH3:33])[CH3:32])[CH2:12]1)[CH2:10][C:9]2=[O:28]. The catalyst class is: 23. (2) Reactant: [NH2:1][C:2]1[N:7]=[C:6](Cl)[CH:5]=[C:4]([CH:9]2[CH2:13][CH2:12][CH2:11][CH2:10]2)[N:3]=1.C([N:21]1[CH2:26][CH2:25][NH:24][CH2:23][CH2:22]1)(OC(C)(C)C)=O.CCN(CC)CC. Product: [CH:9]1([C:4]2[CH:5]=[C:6]([N:21]3[CH2:26][CH2:25][NH:24][CH2:23][CH2:22]3)[N:7]=[C:2]([NH2:1])[N:3]=2)[CH2:13][CH2:12][CH2:11][CH2:10]1. The catalyst class is: 14. (3) Reactant: Cl[C:2]1[CH:9]=[CH:8][C:5]([CH:6]=[O:7])=[C:4]([OH:10])[N:3]=1.[N:11]1([C:18]([O:20][C:21]([CH3:24])([CH3:23])[CH3:22])=[O:19])[CH2:17][CH2:16][CH2:15][NH:14][CH2:13][CH2:12]1.C([O-])(O)=O.[Na+]. The catalyst class is: 16. Product: [CH:6]([C:5]1[CH:8]=[CH:9][C:2]([N:14]2[CH2:15][CH2:16][CH2:17][N:11]([C:18]([O:20][C:21]([CH3:24])([CH3:23])[CH3:22])=[O:19])[CH2:12][CH2:13]2)=[N:3][C:4]=1[OH:10])=[O:7]. (4) Reactant: [Cl:1][C:2]1[CH:7]=[C:6]([Cl:8])[CH:5]=[CH:4][C:3]=1[CH:9]([N:11]1[C:15]([C:16](OC)=[O:17])=[CH:14][C:13]([O:20][CH:21]([CH3:23])[CH3:22])=[N:12]1)[CH3:10].[H-].C([Al+]CC(C)C)C(C)C.C(O)C.[Cl-].[NH4+]. Product: [Cl:1][C:2]1[CH:7]=[C:6]([Cl:8])[CH:5]=[CH:4][C:3]=1[CH:9]([N:11]1[C:15]([CH2:16][OH:17])=[CH:14][C:13]([O:20][CH:21]([CH3:23])[CH3:22])=[N:12]1)[CH3:10]. The catalyst class is: 207. (5) Reactant: [CH3:1][O:2][C:3]1[CH:4]=[CH:5][CH:6]=[C:7]2[C:12]=1[CH2:11][C@@H:10]([N:13]([CH3:15])[CH3:14])[CH2:9][CH2:8]2.[N+:16]([O-])([O-:18])=[O:17].[Na+].N. Product: [CH3:1][O:2][C:3]1[CH:4]=[CH:5][C:6]([N+:16]([O-:18])=[O:17])=[C:7]2[C:12]=1[CH2:11][C@@H:10]([N:13]([CH3:14])[CH3:15])[CH2:9][CH2:8]2. The catalyst class is: 55. (6) Reactant: [NH:1]1[CH2:12][CH2:11][NH:10][CH2:9][CH2:8][NH:7][CH2:6][CH2:5]NCC1.[CH2:13]([N:15]([CH2:18][CH3:19])[CH2:16][CH3:17])[CH3:14].Br[C:21]1[CH:22]=[C:23]([C:28]#[N:29])[C:24](C)=[CH:25]C=1.C(Cl)Cl. Product: [N:15]1([CH2:18][C:19]2[CH:25]=[CH:24][C:23]([C:28]#[N:29])=[CH:22][CH:21]=2)[CH2:16][CH2:17][CH2:5][CH2:6][NH:7][CH2:8][CH2:9][NH:10][CH2:11][CH2:12][NH:1][CH2:14][CH2:13]1. The catalyst class is: 10. (7) Reactant: [N:1]1([CH2:6][CH2:7][OH:8])[CH2:5][CH2:4][CH2:3][CH2:2]1.[H-].[Na+].[Br:11][C:12]1[CH:17]=[CH:16][N:15]=[C:14](Cl)[CH:13]=1.O. Product: [Br:11][C:12]1[CH:17]=[CH:16][N:15]=[C:14]([O:8][CH2:7][CH2:6][N:1]2[CH2:5][CH2:4][CH2:3][CH2:2]2)[CH:13]=1. The catalyst class is: 1. (8) Reactant: [C:1]([O:5][C:6](=[O:20])[NH:7][CH2:8][CH2:9][CH2:10][N:11]1[CH2:18][CH:17]2[O:19][CH:13]([CH2:14][NH:15][CH2:16]2)[CH2:12]1)([CH3:4])([CH3:3])[CH3:2].Br[CH2:22][CH2:23][CH2:24][OH:25].C(=O)([O-])[O-].[K+].[K+]. Product: [OH:25][CH2:24][CH2:23][CH2:22][N:15]1[CH2:14][CH:13]2[O:19][CH:17]([CH2:18][N:11]([CH2:10][CH2:9][CH2:8][NH:7][C:6](=[O:20])[O:5][C:1]([CH3:4])([CH3:2])[CH3:3])[CH2:12]2)[CH2:16]1. The catalyst class is: 10.